From a dataset of NCI-60 drug combinations with 297,098 pairs across 59 cell lines. Regression. Given two drug SMILES strings and cell line genomic features, predict the synergy score measuring deviation from expected non-interaction effect. (1) Drug 1: COC1=C(C=C2C(=C1)N=CN=C2NC3=CC(=C(C=C3)F)Cl)OCCCN4CCOCC4. Drug 2: CC1=C(C=C(C=C1)C(=O)NC2=CC(=CC(=C2)C(F)(F)F)N3C=C(N=C3)C)NC4=NC=CC(=N4)C5=CN=CC=C5. Cell line: MALME-3M. Synergy scores: CSS=28.4, Synergy_ZIP=2.45, Synergy_Bliss=3.83, Synergy_Loewe=2.56, Synergy_HSA=2.61. (2) Drug 1: CC1=C(C=C(C=C1)NC2=NC=CC(=N2)N(C)C3=CC4=NN(C(=C4C=C3)C)C)S(=O)(=O)N.Cl. Drug 2: C1CCC(CC1)NC(=O)N(CCCl)N=O. Cell line: MDA-MB-435. Synergy scores: CSS=10.6, Synergy_ZIP=1.52, Synergy_Bliss=10.7, Synergy_Loewe=5.19, Synergy_HSA=5.31. (3) Synergy scores: CSS=39.7, Synergy_ZIP=-4.82, Synergy_Bliss=-6.68, Synergy_Loewe=-5.71, Synergy_HSA=-3.33. Cell line: CCRF-CEM. Drug 1: C1CN(P(=O)(OC1)NCCCl)CCCl. Drug 2: CC1C(C(CC(O1)OC2CC(CC3=C2C(=C4C(=C3O)C(=O)C5=CC=CC=C5C4=O)O)(C(=O)C)O)N)O. (4) Drug 1: C1=CC(=CC=C1CCCC(=O)O)N(CCCl)CCCl. Drug 2: C1=CC(=CC=C1C#N)C(C2=CC=C(C=C2)C#N)N3C=NC=N3. Cell line: OVCAR-8. Synergy scores: CSS=7.53, Synergy_ZIP=-8.72, Synergy_Bliss=-7.15, Synergy_Loewe=-9.22, Synergy_HSA=-7.70. (5) Drug 1: CN(C)C1=NC(=NC(=N1)N(C)C)N(C)C. Drug 2: CCC1=C2CN3C(=CC4=C(C3=O)COC(=O)C4(CC)O)C2=NC5=C1C=C(C=C5)O. Cell line: SN12C. Synergy scores: CSS=42.7, Synergy_ZIP=0.494, Synergy_Bliss=-1.06, Synergy_Loewe=-40.6, Synergy_HSA=-1.63. (6) Drug 1: CCC1(CC2CC(C3=C(CCN(C2)C1)C4=CC=CC=C4N3)(C5=C(C=C6C(=C5)C78CCN9C7C(C=CC9)(C(C(C8N6C)(C(=O)OC)O)OC(=O)C)CC)OC)C(=O)OC)O.OS(=O)(=O)O. Drug 2: C1=CC=C(C=C1)NC(=O)CCCCCCC(=O)NO. Cell line: 786-0. Synergy scores: CSS=0.469, Synergy_ZIP=1.29, Synergy_Bliss=2.49, Synergy_Loewe=-3.99, Synergy_HSA=-3.50.